This data is from Catalyst prediction with 721,799 reactions and 888 catalyst types from USPTO. The task is: Predict which catalyst facilitates the given reaction. (1) Reactant: C1(P(=[CH:20][C:21]([O:23][CH3:24])=[O:22])(C2C=CC=CC=2)C2C=CC=CC=2)C=CC=CC=1.C[C:26]1[C:33]([O:34][CH2:35][CH2:36][CH2:37][CH3:38])=[C:32]([I:39])[CH:31]=[CH:30][C:27]=1[CH:28]=O. Product: [CH2:35]([O:34][C:33]1[CH:26]=[C:27](/[CH:28]=[CH:20]/[C:21]([O:23][CH3:24])=[O:22])[CH:30]=[CH:31][C:32]=1[I:39])[CH2:36][CH2:37][CH3:38]. The catalyst class is: 11. (2) Reactant: [CH2:1]([N:8]([CH3:13])[C:9](=[O:12])[CH2:10]Cl)[C:2]1[CH:7]=[CH:6][CH:5]=[CH:4][CH:3]=1.[CH2:14]([O:28][C:29]1[O:33][C:32]([C:34]([OH:36])=[O:35])=[CH:31][CH:30]=1)[CH2:15][CH2:16][CH2:17][CH2:18][CH2:19][CH2:20][CH2:21][CH2:22][CH2:23][CH2:24][CH2:25][CH2:26][CH3:27].O.O.O.O.O.[OH-].C([N+](CCCC)(CCCC)CCCC)CCC.[I-].[Na+]. Product: [CH2:14]([O:28][C:29]1[O:33][C:32]([C:34]([O:36][CH2:10][C:9]([N:8]([CH2:1][C:2]2[CH:7]=[CH:6][CH:5]=[CH:4][CH:3]=2)[CH3:13])=[O:12])=[O:35])=[CH:31][CH:30]=1)[CH2:15][CH2:16][CH2:17][CH2:18][CH2:19][CH2:20][CH2:21][CH2:22][CH2:23][CH2:24][CH2:25][CH2:26][CH3:27]. The catalyst class is: 9. (3) Reactant: [CH2:1]([O:8][C:9]1[CH:16]=[CH:15][C:12]([CH:13]=[O:14])=[C:11]([OH:17])[CH:10]=1)[C:2]1[CH:7]=[CH:6][CH:5]=[CH:4][CH:3]=1.[BH4-].[Na+].OS(O)(=O)=O.O. Product: [CH2:1]([O:8][C:9]1[CH:10]=[C:11]([OH:17])[C:12](=[CH:15][CH:16]=1)[CH2:13][OH:14])[C:2]1[CH:3]=[CH:4][CH:5]=[CH:6][CH:7]=1. The catalyst class is: 5. (4) Reactant: [Cl:1][C:2]1[CH:21]=[C:20]([Cl:22])[CH:19]=[CH:18][C:3]=1[O:4][CH2:5][C:6]1[CH:7]=[C:8]([CH2:16][OH:17])[CH:9]=[C:10]([O:12][CH:13]([CH3:15])[CH3:14])[CH:11]=1.O[C:24]1[CH:28]=[C:27]([CH2:29][CH2:30][C:31]([O:33]CC)=[O:32])[N:26]([CH3:36])[N:25]=1.C(P(CCCC)CCCC)CCC.N(C(N1CCCCC1)=O)=NC(N1CCCCC1)=O.O1CCCC1CCO.[OH-].[Na+].Cl. Product: [Cl:1][C:2]1[CH:21]=[C:20]([Cl:22])[CH:19]=[CH:18][C:3]=1[O:4][CH2:5][C:6]1[CH:7]=[C:8]([CH:9]=[C:10]([O:12][CH:13]([CH3:15])[CH3:14])[CH:11]=1)[CH2:16][O:17][C:24]1[CH:28]=[C:27]([CH2:29][CH2:30][C:31]([OH:33])=[O:32])[N:26]([CH3:36])[N:25]=1. The catalyst class is: 7. (5) Reactant: [Cl:1][C:2]1[CH:8]=[C:7]([O:9][C:10]2[C:19]3[C:14](=[CH:15][C:16]([O:22][CH3:23])=[C:17]([O:20][CH3:21])[CH:18]=3)[N:13]=[CH:12][N:11]=2)[CH:6]=[CH:5][C:3]=1[NH2:4].C1(C)C=CC=CC=1.C(N(CC)CC)C.Cl[C:39](Cl)([O:41][C:42](=[O:48])OC(Cl)(Cl)Cl)Cl.[F:50][C:51]([F:62])([F:61])[C:52]1[CH:53]=[C:54]([CH:58]=[CH:59][CH:60]=1)[CH2:55]CO. Product: [Cl:1][C:2]1[CH:8]=[C:7]([O:9][C:10]2[C:19]3[C:14](=[CH:15][C:16]([O:22][CH3:23])=[C:17]([O:20][CH3:21])[CH:18]=3)[N:13]=[CH:12][N:11]=2)[CH:6]=[CH:5][C:3]=1[NH:4][C:42](=[O:48])[O:41][CH2:39][CH2:55][C:54]1[CH:58]=[CH:59][CH:60]=[C:52]([C:51]([F:50])([F:61])[F:62])[CH:53]=1. The catalyst class is: 2.